This data is from Reaction yield outcomes from USPTO patents with 853,638 reactions. The task is: Predict the reaction yield, written as a fraction of the theoretical maximum amount of product (1.0 means a 100% yield; for example, 0.34 means a 34% yield). The reactants are [Br:1][C:2]1[CH:3]=[CH:4][C:5]([N+:21]([O-])=O)=[C:6]([NH:8][CH:9]2[CH2:13][CH2:12][N:11]([C:14]([O:16][C:17]([CH3:20])([CH3:19])[CH3:18])=[O:15])[CH2:10]2)[CH:7]=1.[NH4+].[Cl-]. The catalyst is CCO.[Fe]. The product is [NH2:21][C:5]1[CH:4]=[CH:3][C:2]([Br:1])=[CH:7][C:6]=1[NH:8][CH:9]1[CH2:13][CH2:12][N:11]([C:14]([O:16][C:17]([CH3:20])([CH3:19])[CH3:18])=[O:15])[CH2:10]1. The yield is 0.760.